This data is from Forward reaction prediction with 1.9M reactions from USPTO patents (1976-2016). The task is: Predict the product of the given reaction. (1) Given the reactants [N+:1]([C:4]1[CH:12]=[CH:11][CH:10]=[CH:9][C:5]=1[C:6](Cl)=[O:7])([O-:3])=[O:2].N[C:14]1[CH:19]=[CH:18][C:17]([C:20]([F:23])([F:22])[F:21])=[CH:16][CH:15]=1.C([N:26](CC)CC)C.C(=O)([O-])O.[Na+], predict the reaction product. The product is: [N+:1]([C:4]1[C:12]([C:14]2[CH:15]=[CH:16][C:17]([C:20]([F:21])([F:22])[F:23])=[CH:18][CH:19]=2)=[CH:11][CH:10]=[CH:9][C:5]=1[C:6]([NH2:26])=[O:7])([O-:3])=[O:2]. (2) Given the reactants [C:1]([C:4]1[CH:5]=[C:6]([C:20]2[CH:25]=[CH:24][C:23]([O:26][CH3:27])=[C:22]([F:28])[CH:21]=2)[CH:7]=[C:8]2[C:16]=1[NH:15][C:14]1[CH:13]=[CH:12][C:11]([C:17](O)=[O:18])=[CH:10][C:9]2=1)(=[O:3])[NH2:2].C(Cl)CCl.[CH3:33][S:34]([NH2:37])(=[O:36])=[O:35], predict the reaction product. The product is: [F:28][C:22]1[CH:21]=[C:20]([C:6]2[CH:5]=[C:4]([C:1]([NH2:2])=[O:3])[C:16]3[NH:15][C:14]4[C:9]([C:8]=3[CH:7]=2)=[CH:10][C:11]([C:17]([NH:37][S:34]([CH3:33])(=[O:36])=[O:35])=[O:18])=[CH:12][CH:13]=4)[CH:25]=[CH:24][C:23]=1[O:26][CH3:27].